Dataset: NCI-60 drug combinations with 297,098 pairs across 59 cell lines. Task: Regression. Given two drug SMILES strings and cell line genomic features, predict the synergy score measuring deviation from expected non-interaction effect. (1) Drug 1: CC1=C(C=C(C=C1)NC2=NC=CC(=N2)N(C)C3=CC4=NN(C(=C4C=C3)C)C)S(=O)(=O)N.Cl. Drug 2: CCCCCOC(=O)NC1=NC(=O)N(C=C1F)C2C(C(C(O2)C)O)O. Cell line: HCC-2998. Synergy scores: CSS=-6.97, Synergy_ZIP=6.57, Synergy_Bliss=-6.09, Synergy_Loewe=-17.4, Synergy_HSA=-17.4. (2) Drug 1: C(CC(=O)O)C(=O)CN.Cl. Drug 2: C1CNP(=O)(OC1)N(CCCl)CCCl. Cell line: BT-549. Synergy scores: CSS=13.4, Synergy_ZIP=-4.76, Synergy_Bliss=0.150, Synergy_Loewe=-5.24, Synergy_HSA=-1.65.